This data is from Forward reaction prediction with 1.9M reactions from USPTO patents (1976-2016). The task is: Predict the product of the given reaction. (1) Given the reactants Br[C:2](Br)=[CH:3][C:4]1[O:5][C:6]([C:9]([CH3:12])([CH3:11])[CH3:10])=[CH:7][N:8]=1.C([Li])CCC.[CH2:19]([Sn:23](Cl)([CH2:28][CH2:29][CH2:30][CH3:31])[CH2:24][CH2:25][CH2:26][CH3:27])[CH2:20][CH2:21][CH3:22], predict the reaction product. The product is: [CH2:28]([Sn:23]([CH2:19][CH2:20][CH2:21][CH3:22])([CH2:24][CH2:25][CH2:26][CH3:27])[C:2]#[C:3][C:4]1[O:5][C:6]([C:9]([CH3:12])([CH3:11])[CH3:10])=[CH:7][N:8]=1)[CH2:29][CH2:30][CH3:31]. (2) Given the reactants [Cl:1][C:2]1[CH:7]=[CH:6][C:5]([C:8]([N:16]2[C:24]3[C:19](=[C:20]([NH:25]C(=O)OC(C)(C)C)[CH:21]=[CH:22][CH:23]=3)[CH:18]=[N:17]2)([CH2:14][CH3:15])[CH2:9][C:10]([F:13])([F:12])[F:11])=[CH:4][CH:3]=1.Cl.CO, predict the reaction product. The product is: [Cl:1][C:2]1[CH:7]=[CH:6][C:5]([C:8]([N:16]2[C:24]3[CH:23]=[CH:22][CH:21]=[C:20]([NH2:25])[C:19]=3[CH:18]=[N:17]2)([CH2:14][CH3:15])[CH2:9][C:10]([F:13])([F:11])[F:12])=[CH:4][CH:3]=1. (3) Given the reactants [CH3:1][S:2](Cl)(=[O:4])=[O:3].Cl.[NH2:7][CH:8]([C:34]1[CH:39]=[CH:38][CH:37]=[C:36]([C:40]([F:43])([F:42])[F:41])[CH:35]=1)[CH2:9][NH:10][C:11](=[O:33])[CH2:12][N:13]1[C:17](=[O:18])[N:16]([CH2:19][C@H:20]([OH:25])[C:21]([F:24])([F:23])[F:22])[C:15]([C:26]2[CH:31]=[CH:30][C:29]([Cl:32])=[CH:28][CH:27]=2)=[N:14]1.O.CO, predict the reaction product. The product is: [Cl:32][C:29]1[CH:30]=[CH:31][C:26]([C:15]2[N:16]([CH2:19][C@H:20]([OH:25])[C:21]([F:24])([F:22])[F:23])[C:17](=[O:18])[N:13]([CH2:12][C:11]([NH:10][CH2:9][CH:8]([NH:7][S:2]([CH3:1])(=[O:4])=[O:3])[C:34]3[CH:39]=[CH:38][CH:37]=[C:36]([C:40]([F:41])([F:42])[F:43])[CH:35]=3)=[O:33])[N:14]=2)=[CH:27][CH:28]=1.